Dataset: Reaction yield outcomes from USPTO patents with 853,638 reactions. Task: Predict the reaction yield, written as a fraction of the theoretical maximum amount of product (1.0 means a 100% yield; for example, 0.34 means a 34% yield). (1) The reactants are Cl.[CH3:2][O:3][C:4](=[O:10])[C@H:5]([C@@H:7]([CH3:9])[OH:8])[NH2:6].CCN(CC)CC.[C:18](Cl)(=[O:25])[C:19]1[CH:24]=[CH:23][CH:22]=[CH:21][CH:20]=1. The catalyst is CO. The product is [OH:8][C@H:7]([CH3:9])[C@H:5]([NH:6][C:18]([C:19]1[CH:24]=[CH:23][CH:22]=[CH:21][CH:20]=1)=[O:25])[C:4]([O:3][CH3:2])=[O:10]. The yield is 0.920. (2) The reactants are [CH3:1][S:2][C:3]1[N:4]=[CH:5][C:6]2[C:12](=O)[NH:11][CH:10]=[C:9]([C:14]3[C:22]4[C:17](=[CH:18][C:19]([C:23]([F:26])([F:25])[F:24])=[CH:20][CH:21]=4)[N:16]([S:27]([C:30]4[CH:35]=[CH:34][C:33]([CH3:36])=[CH:32][CH:31]=4)(=[O:29])=[O:28])[CH:15]=3)[C:7]=2[N:8]=1.P(Cl)(Cl)([Cl:39])=O. No catalyst specified. The product is [Cl:39][C:12]1[C:6]2[CH:5]=[N:4][C:3]([S:2][CH3:1])=[N:8][C:7]=2[C:9]([C:14]2[C:22]3[C:17](=[CH:18][C:19]([C:23]([F:26])([F:25])[F:24])=[CH:20][CH:21]=3)[N:16]([S:27]([C:30]3[CH:35]=[CH:34][C:33]([CH3:36])=[CH:32][CH:31]=3)(=[O:29])=[O:28])[CH:15]=2)=[CH:10][N:11]=1. The yield is 0.430.